The task is: Predict the reactants needed to synthesize the given product.. This data is from Full USPTO retrosynthesis dataset with 1.9M reactions from patents (1976-2016). (1) Given the product [CH3:41][O:40][C:22]1[CH:21]=[C:20]([CH:39]=[CH:38][C:23]=1[O:24][CH2:25][C:26]1[N:27]=[C:28]([C:32]2[CH:37]=[CH:36][CH:35]=[CH:34][CH:33]=2)[O:29][C:30]=1[CH3:31])[CH2:19][O:1][C:2]1[C:6]([C:7]([O:9][CH2:10][CH3:11])=[O:8])=[CH:5][N:4]([C:12]2[CH:17]=[CH:16][CH:15]=[CH:14][CH:13]=2)[N:3]=1, predict the reactants needed to synthesize it. The reactants are: [OH:1][C:2]1[C:6]([C:7]([O:9][CH2:10][CH3:11])=[O:8])=[CH:5][N:4]([C:12]2[CH:17]=[CH:16][CH:15]=[CH:14][CH:13]=2)[N:3]=1.Cl[CH2:19][C:20]1[CH:39]=[CH:38][C:23]([O:24][CH2:25][C:26]2[N:27]=[C:28]([C:32]3[CH:37]=[CH:36][CH:35]=[CH:34][CH:33]=3)[O:29][C:30]=2[CH3:31])=[C:22]([O:40][CH3:41])[CH:21]=1.C(=O)([O-])[O-].[K+].[K+].Cl. (2) The reactants are: [CH3:1][O:2][C:3]1[CH:4]=[C:5]2[C:10](=[CH:11][C:12]=1[O:13][CH3:14])[N:9]=[CH:8][CH:7]=[C:6]2[O:15][C:16]1[CH:22]=[CH:21][C:19]([NH2:20])=[C:18]([N+:23]([O-:25])=[O:24])[CH:17]=1.C(N(CC)CC)C.ClC(Cl)(O[C:37](=[O:43])OC(Cl)(Cl)Cl)Cl.[CH:45]([N:48]([CH:52]([CH3:54])[CH3:53])[CH2:49][CH2:50][NH2:51])([CH3:47])[CH3:46]. Given the product [CH:45]([N:48]([CH:52]([CH3:54])[CH3:53])[CH2:49][CH2:50][NH:51][C:37]([NH:20][C:19]1[CH:21]=[CH:22][C:16]([O:15][C:6]2[C:5]3[C:10](=[CH:11][C:12]([O:13][CH3:14])=[C:3]([O:2][CH3:1])[CH:4]=3)[N:9]=[CH:8][CH:7]=2)=[CH:17][C:18]=1[N+:23]([O-:25])=[O:24])=[O:43])([CH3:47])[CH3:46], predict the reactants needed to synthesize it. (3) Given the product [C:45]([O:44][C:42]([NH:41][C:35]1([C:38](=[O:39])[NH:49][CH:50]([C:55]2[CH:56]=[CH:57][C:58]([Cl:61])=[CH:59][CH:60]=2)[CH2:51][CH2:52][CH2:53][OH:54])[CH2:34][CH2:33][N:32]([C:30]([O:29][C:25]([CH3:28])([CH3:27])[CH3:26])=[O:31])[CH2:37][CH2:36]1)=[O:43])([CH3:48])([CH3:47])[CH3:46], predict the reactants needed to synthesize it. The reactants are: F[P-](F)(F)(F)(F)F.N1(OC(N(C)C)=[N+](C)C)C2N=CC=CC=2N=N1.[C:25]([O:29][C:30]([N:32]1[CH2:37][CH2:36][C:35]([NH:41][C:42]([O:44][C:45]([CH3:48])([CH3:47])[CH3:46])=[O:43])([C:38](O)=[O:39])[CH2:34][CH2:33]1)=[O:31])([CH3:28])([CH3:27])[CH3:26].[NH2:49][CH:50]([C:55]1[CH:60]=[CH:59][C:58]([Cl:61])=[CH:57][CH:56]=1)[CH2:51][CH2:52][CH2:53][OH:54].CCN(C(C)C)C(C)C.C([O-])(O)=O.[Na+]. (4) Given the product [ClH:1].[ClH:1].[N:2]1[CH:7]=[CH:6][C:5]([C:8]2[CH:9]=[C:10]([CH:13]=[CH:14][CH:15]=2)[CH2:11][NH2:12])=[CH:4][CH:3]=1, predict the reactants needed to synthesize it. The reactants are: [ClH:1].[N:2]1[CH:7]=[CH:6][C:5]([C:8]2[CH:9]=[C:10]([CH:13]=[CH:14][CH:15]=2)[C:11]#[N:12])=[CH:4][CH:3]=1. (5) Given the product [Br:1][C:2]1[CH:7]=[CH:6][C:5]([C@@H:8]([NH2:10])[CH3:9])=[CH:4][C:3]=1[CH3:17], predict the reactants needed to synthesize it. The reactants are: [Br:1][C:2]1[CH:7]=[CH:6][C:5]([C@@H:8]([NH:10][S@@](C(C)(C)C)=O)[CH3:9])=[CH:4][C:3]=1[CH3:17].C1(C2(CC(O)(C)C)OC(=O)N([C@H](C3C=CC(C4C=CN(C)C(=O)C=4)=CC=3)C)CC2)CC1. (6) Given the product [CH2:1]([CH:3]1[N:12]2[C:7](=[CH:8][C:9](=[O:18])[C:10]([C:13]([OH:15])=[O:14])=[CH:11]2)[C:6]2[CH:19]=[C:20]([O:32][CH3:33])[C:21]([O:23][CH2:24][CH2:25][N:26]3[CH2:31][CH2:30][O:29][CH2:28][CH2:27]3)=[CH:22][C:5]=2[CH2:4]1)[CH3:2], predict the reactants needed to synthesize it. The reactants are: [CH2:1]([CH:3]1[N:12]2[C:7](=[CH:8][C:9](=[O:18])[C:10]([C:13]([O:15]CC)=[O:14])=[CH:11]2)[C:6]2[CH:19]=[C:20]([O:32][CH3:33])[C:21]([O:23][CH2:24][CH2:25][N:26]3[CH2:31][CH2:30][O:29][CH2:28][CH2:27]3)=[CH:22][C:5]=2[CH2:4]1)[CH3:2].[OH-].[Na+].Cl.